From a dataset of Full USPTO retrosynthesis dataset with 1.9M reactions from patents (1976-2016). Predict the reactants needed to synthesize the given product. (1) The reactants are: [S:1]1[C:5]2[CH:6]=[CH:7][CH:8]=[CH:9][C:4]=2[N:3]=[C:2]1[S:10][S:11][C@H:12]1[N:15]([C@H:16]([C:30]([CH3:32])=[CH2:31])[C:17]([O:19][CH2:20][C:21]2[CH:26]=[CH:25][C:24]([N+:27]([O-:29])=[O:28])=[CH:23][CH:22]=2)=[O:18])[C:14](=[O:33])[C@@H:13]1[Br:34].C(N(CC)CC)C. Given the product [S:1]1[C:5]2[CH:6]=[CH:7][CH:8]=[CH:9][C:4]=2[N:3]=[C:2]1[S:10][S:11][C@H:12]1[N:15]([C:16](=[C:30]([CH3:32])[CH3:31])[C:17]([O:19][CH2:20][C:21]2[CH:26]=[CH:25][C:24]([N+:27]([O-:29])=[O:28])=[CH:23][CH:22]=2)=[O:18])[C:14](=[O:33])[C@@H:13]1[Br:34], predict the reactants needed to synthesize it. (2) Given the product [CH2:1]([C:5]1[CH:6]=[C:7]2[N:12]([C:13]=1[C:28]([C:27]1[CH:31]=[CH:32][C:24]([CH2:23][CH2:22][CH2:21][Cl:20])=[CH:25][CH:26]=1)=[O:29])[CH:11]=[CH:10][C:9]([C:14]([O:16][CH:17]([CH3:18])[CH3:19])=[O:15])=[CH:8]2)[CH2:2][CH2:3][CH3:4], predict the reactants needed to synthesize it. The reactants are: [CH2:1]([C:5]1[CH:6]=[C:7]2[N:12]([CH:13]=1)[CH:11]=[CH:10][C:9]([C:14]([O:16][CH:17]([CH3:19])[CH3:18])=[O:15])=[CH:8]2)[CH2:2][CH2:3][CH3:4].[Cl:20][CH2:21][CH2:22][CH2:23][C:24]1[CH:32]=[CH:31][C:27]([C:28](Cl)=[O:29])=[CH:26][CH:25]=1.C([O-])([O-])=O.[Na+].[Na+]. (3) Given the product [F:20][C:17]1[CH:18]=[CH:19][C:14]([CH:10]2[CH2:11][CH2:12][CH2:13][N:9]2[C:7]([C:4]2[CH:3]=[C:2]([C:31]3[CH:32]=[N:28][NH:29][CH:30]=3)[S:6][N:5]=2)=[O:8])=[CH:15][CH:16]=1, predict the reactants needed to synthesize it. The reactants are: Br[C:2]1[S:6][N:5]=[C:4]([C:7]([N:9]2[CH2:13][CH2:12][CH2:11][CH:10]2[C:14]2[CH:19]=[CH:18][C:17]([F:20])=[CH:16][CH:15]=2)=[O:8])[CH:3]=1.C(OC([N:28]1[CH:32]=[C:31](B2OC(C)(C)C(C)(C)O2)[CH:30]=[N:29]1)=O)(C)(C)C.C(=O)([O-])[O-].[Cs+].[Cs+].O.